This data is from Forward reaction prediction with 1.9M reactions from USPTO patents (1976-2016). The task is: Predict the product of the given reaction. (1) Given the reactants [F:1][C:2]1[CH:11]=[C:10]([C:12]2[N:17]=[C:16]3[N:18]([C:21]([C:24]4[CH:25]=[C:26]5[C:31](=[CH:32][CH:33]=4)[N:30]=[CH:29][CH:28]=[CH:27]5)([CH3:23])[CH3:22])[N:19]=[N:20][C:15]3=[CH:14][CH:13]=2)[CH:9]=[CH:8][C:3]=1[C:4]([O:6]C)=[O:5].[OH-].[Li+].C1COCC1.Cl, predict the reaction product. The product is: [F:1][C:2]1[CH:11]=[C:10]([C:12]2[N:17]=[C:16]3[N:18]([C:21]([C:24]4[CH:25]=[C:26]5[C:31](=[CH:32][CH:33]=4)[N:30]=[CH:29][CH:28]=[CH:27]5)([CH3:23])[CH3:22])[N:19]=[N:20][C:15]3=[CH:14][CH:13]=2)[CH:9]=[CH:8][C:3]=1[C:4]([OH:6])=[O:5]. (2) The product is: [CH3:1][O:2][C:3](=[O:30])[C:4]1[CH:9]=[CH:8][C:7]([CH3:10])=[C:6]([N:11]2[C:16](=[O:17])[C:15]([Cl:18])=[C:14]([O:19][CH2:32][C:33]3[CH:38]=[CH:37][CH:36]=[C:35]([F:39])[N:34]=3)[N:13]=[C:12]2[CH3:29])[CH:5]=1. Given the reactants [CH3:1][O:2][C:3](=[O:30])[C:4]1[CH:9]=[CH:8][C:7]([CH3:10])=[C:6]([N:11]2[C:16](=[O:17])[C:15]([Cl:18])=[C:14]([O:19]CC3C=CC(OC)=CC=3)[N:13]=[C:12]2[CH3:29])[CH:5]=1.Cl[CH2:32][C:33]1[CH:38]=[CH:37][CH:36]=[C:35]([F:39])[N:34]=1.C(=O)([O-])[O-].[K+].[K+].C1OCCOCCOCCOCCOCCOC1, predict the reaction product. (3) The product is: [NH2:36][C:33]1[N:34]=[CH:35][C:30]([C:16]2[CH:17]=[CH:18][C:13]([C:11]3[CH:10]=[N:9][N:8]([CH2:7][C:6]([O:5][C:1]([CH3:4])([CH3:3])[CH3:2])=[O:21])[CH:12]=3)=[C:14]([F:20])[CH:15]=2)=[CH:31][N:32]=1. Given the reactants [C:1]([O:5][C:6](=[O:21])[CH2:7][N:8]1[CH:12]=[C:11]([C:13]2[CH:18]=[CH:17][C:16](Br)=[CH:15][C:14]=2[F:20])[CH:10]=[N:9]1)([CH3:4])([CH3:3])[CH3:2].CC1(C)C(C)(C)OB([C:30]2[CH:31]=[N:32][C:33]([NH2:36])=[N:34][CH:35]=2)O1.P([O-])([O-])([O-])=O.[K+].[K+].[K+], predict the reaction product. (4) Given the reactants [CH3:1][C:2]1[N:6]=[C:5]([CH3:7])[N:4]([C:8]2[CH:13]=[C:12]([C@@H:14]3[CH2:16][C@H:15]3[C:17](O)=O)[CH:11]=[C:10]([CH3:20])[N:9]=2)[N:3]=1.[CH3:21][NH:22][C:23]1[C:24]([NH2:29])=[CH:25][CH:26]=[CH:27][CH:28]=1.CCN=C=NCCCN(C)C.Cl.C1C=CC2N(O)N=NC=2C=1.C(N(C(C)C)CC)(C)C, predict the reaction product. The product is: [CH3:1][C:2]1[N:6]=[C:5]([CH3:7])[N:4]([C:8]2[CH:13]=[C:12]([C@@H:14]3[CH2:16][C@H:15]3[C:17]3[N:22]([CH3:21])[C:23]4[CH:28]=[CH:27][CH:26]=[CH:25][C:24]=4[N:29]=3)[CH:11]=[C:10]([CH3:20])[N:9]=2)[N:3]=1. (5) Given the reactants [CH3:1][C:2]([C:5]1[CH:9]=[C:8]([C:10]([OH:12])=O)[N:7]([CH2:13][CH3:14])[N:6]=1)([CH3:4])[CH3:3].CCCP1(OP(CCC)(=O)OP(CCC)(=O)O1)=O.[NH2:33][C:34]1[CH:35]=[CH:36][C:37]([F:45])=[C:38]([CH:44]=1)[C:39]([N:41]([CH3:43])[CH3:42])=[O:40], predict the reaction product. The product is: [CH3:42][N:41]([CH3:43])[C:39]([C:38]1[CH:44]=[C:34]([NH:33][C:10]([C:8]2[N:7]([CH2:13][CH3:14])[N:6]=[C:5]([C:2]([CH3:1])([CH3:3])[CH3:4])[CH:9]=2)=[O:12])[CH:35]=[CH:36][C:37]=1[F:45])=[O:40]. (6) Given the reactants [O:1]=[C:2]1[NH:7][CH:6]=[C:5]([C:8]2[CH:13]=[CH:12][N:11]3[C:14]([C:17]4[CH:18]=[C:19]([NH:23][C:24]([NH:26][CH2:27][C:28]([F:31])([F:30])[F:29])=[O:25])[CH:20]=[CH:21][CH:22]=4)=[CH:15][N:16]=[C:10]3[CH:9]=2)[CH:4]=[CH:3]1.Cl.[Cl:33][CH2:34][CH2:35][CH2:36][N:37]1[CH2:42][CH2:41][CH2:40][CH2:39][CH2:38]1.C([O-])([O-])=O.[Cs+].[Cs+].N[C@H](C(O)=O)CC1C=C2C(C=CC=C2)=CC=1, predict the reaction product. The product is: [ClH:33].[O:1]=[C:2]1[N:7]([CH2:34][CH2:35][CH2:36][N:37]2[CH2:42][CH2:41][CH2:40][CH2:39][CH2:38]2)[CH:6]=[C:5]([C:8]2[CH:13]=[CH:12][N:11]3[C:14]([C:17]4[CH:18]=[C:19]([NH:23][C:24]([NH:26][CH2:27][C:28]([F:29])([F:30])[F:31])=[O:25])[CH:20]=[CH:21][CH:22]=4)=[CH:15][N:16]=[C:10]3[CH:9]=2)[CH:4]=[CH:3]1. (7) Given the reactants [F:1][CH:2]([F:39])[C:3]1[C:8]([F:9])=[C:7]([S:10](=[O:20])(=[O:19])[NH:11][C@@H:12]([CH2:17][CH3:18])[C:13]([F:16])([F:15])[F:14])[CH:6]=[CH:5][C:4]=1[C:21]1[S:25][C:24]([C:26]2[N:30]=[C:29]([CH2:31][C:32]([OH:35])([CH3:34])[CH3:33])[O:28][N:27]=2)=[N:23][C:22]=1[C:36]([OH:38])=O.CN(C(ON1N=NC2C=CC=NC1=2)=[N+](C)C)C.F[P-](F)(F)(F)(F)F.[F:64][CH:65]1[CH2:70][CH2:69][NH:68][CH2:67][CH2:66]1, predict the reaction product. The product is: [F:39][CH:2]([F:1])[C:3]1[C:8]([F:9])=[C:7]([S:10]([NH:11][C@@H:12]([CH2:17][CH3:18])[C:13]([F:15])([F:16])[F:14])(=[O:20])=[O:19])[CH:6]=[CH:5][C:4]=1[C:21]1[S:25][C:24]([C:26]2[N:30]=[C:29]([CH2:31][C:32]([OH:35])([CH3:34])[CH3:33])[O:28][N:27]=2)=[N:23][C:22]=1[C:36]([N:68]1[CH2:69][CH2:70][CH:65]([F:64])[CH2:66][CH2:67]1)=[O:38]. (8) The product is: [O:20]1[CH:21]=[CH:22][CH:23]=[C:19]1[C:4]1[N:3]=[C:2]([NH2:1])[N:7]=[C:6]([NH:34][CH2:33][CH2:32][C:29]2[CH:30]=[CH:31][C:26]([O:25][CH3:24])=[CH:27][CH:28]=2)[C:5]=1[N+:16]([O-:18])=[O:17]. Given the reactants [NH2:1][C:2]1[N:7]=[C:6](OS(C(F)(F)F)(=O)=O)[C:5]([N+:16]([O-:18])=[O:17])=[C:4]([C:19]2[O:20][CH:21]=[CH:22][CH:23]=2)[N:3]=1.[CH3:24][O:25][C:26]1[CH:31]=[CH:30][C:29]([CH2:32][CH2:33][NH2:34])=[CH:28][CH:27]=1, predict the reaction product. (9) Given the reactants [Cl:1][C:2]1[CH:3]=[C:4]([C:13]2[O:14][C:15]3[CH2:25][CH2:24][C:19]4(OCC[O:20]4)[CH2:18][C:16]=3[N:17]=2)[CH:5]=[CH:6][C:7]=1[O:8][CH2:9][CH:10]1[CH2:12][CH2:11]1.C1COCC1.Cl.C(=O)([O-])O.[Na+], predict the reaction product. The product is: [Cl:1][C:2]1[CH:3]=[C:4]([C:13]2[O:14][C:15]3[CH2:25][CH2:24][CH:19]([OH:20])[CH2:18][C:16]=3[N:17]=2)[CH:5]=[CH:6][C:7]=1[O:8][CH2:9][CH:10]1[CH2:11][CH2:12]1.